This data is from Catalyst prediction with 721,799 reactions and 888 catalyst types from USPTO. The task is: Predict which catalyst facilitates the given reaction. (1) Reactant: [CH:1]12[O:6][CH:5]1[CH2:4][N:3]([C:7]([O:9][C:10]([CH3:13])([CH3:12])[CH3:11])=[O:8])[CH2:2]2.[N-:14]=[N+:15]=[N-:16].[Na+].[NH4+].[Cl-].[OH-].[Na+]. Product: [N:14]([C@H:1]1[C@H:5]([OH:6])[CH2:4][N:3]([C:7]([O:9][C:10]([CH3:13])([CH3:12])[CH3:11])=[O:8])[CH2:2]1)=[N+:15]=[N-:16]. The catalyst class is: 24. (2) The catalyst class is: 5. Product: [NH2:1][C:2]1[CH:11]=[CH:10][C:9]([C:12]#[N:13])=[CH:8][C:3]=1[C:4]([OH:6])=[O:5]. Reactant: [NH2:1][C:2]1[CH:11]=[CH:10][C:9]([C:12]#[N:13])=[CH:8][C:3]=1[C:4]([O:6]C)=[O:5].[OH-].[Na+]. (3) Reactant: [CH3:1][C:2]1[N:3]=[C:4]2[CH:12]=[CH:11][CH:10]=[C:9]3[N:5]2[C:6]=1[C:7](=[O:26])[N:8]3[CH2:13][CH2:14][CH:15]([NH:17][S:18]([CH2:21][C:22]([F:25])([F:24])[F:23])(=[O:20])=[O:19])[CH3:16].[ClH:27]. Product: [ClH:27].[CH3:1][C:2]1[N:3]=[C:4]2[CH:12]=[CH:11][CH:10]=[C:9]3[N:5]2[C:6]=1[C:7](=[O:26])[N:8]3[CH2:13][CH2:14][CH:15]([NH:17][S:18]([CH2:21][C:22]([F:23])([F:24])[F:25])(=[O:19])=[O:20])[CH3:16]. The catalyst class is: 5.